This data is from Full USPTO retrosynthesis dataset with 1.9M reactions from patents (1976-2016). The task is: Predict the reactants needed to synthesize the given product. (1) Given the product [CH2:1]([O:8][C:9]1[CH:10]=[C:11]([O:15][S:32]([C:27]2[CH:28]=[CH:29][CH:30]=[CH:31][C:26]=2[Cl:25])(=[O:34])=[O:33])[CH:12]=[CH:13][CH:14]=1)[C:2]1[CH:3]=[CH:4][CH:5]=[CH:6][CH:7]=1, predict the reactants needed to synthesize it. The reactants are: [CH2:1]([O:8][C:9]1[CH:10]=[C:11]([OH:15])[CH:12]=[CH:13][CH:14]=1)[C:2]1[CH:7]=[CH:6][CH:5]=[CH:4][CH:3]=1.C(N(C(C)C)CC)(C)C.[Cl:25][C:26]1[CH:31]=[CH:30][CH:29]=[CH:28][C:27]=1[S:32](Cl)(=[O:34])=[O:33]. (2) Given the product [NH2:19][C:13]1[N:12]=[C:11]([NH2:20])[C:10]2[C:15](=[CH:16][CH:17]=[CH:18][C:9]=2[O:8][CH2:7][CH:4]2[CH2:5][CH2:6][N:1]([C:27]([C:23]3[CH:22]=[C:21]([CH3:30])[CH:26]=[CH:25][CH:24]=3)=[O:28])[CH2:2][CH2:3]2)[N:14]=1, predict the reactants needed to synthesize it. The reactants are: [NH:1]1[CH2:6][CH2:5][CH:4]([CH2:7][O:8][C:9]2[CH:18]=[CH:17][CH:16]=[C:15]3[C:10]=2[C:11]([NH2:20])=[N:12][C:13]([NH2:19])=[N:14]3)[CH2:3][CH2:2]1.[C:21]1([CH3:30])[CH:26]=[CH:25][CH:24]=[C:23]([C:27](Cl)=[O:28])[CH:22]=1. (3) Given the product [ClH:42].[F:1][C:2]1[CH:3]=[C:4]([CH:36]=[C:37]([F:41])[C:38]=1[O:39][CH3:40])[CH2:5][N:6]1[C:11]2[CH:12]=[C:13]([C:15]3[CH:16]=[CH:17][CH:18]=[CH:19][CH:20]=3)[S:14][C:10]=2[C:9](=[O:21])[N:8]([CH:22]2[CH2:27][CH2:26][NH:25][CH2:24][CH2:23]2)[C:7]1=[O:35], predict the reactants needed to synthesize it. The reactants are: [F:1][C:2]1[CH:3]=[C:4]([CH:36]=[C:37]([F:41])[C:38]=1[O:39][CH3:40])[CH2:5][N:6]1[C:11]2[CH:12]=[C:13]([C:15]3[CH:20]=[CH:19][CH:18]=[CH:17][CH:16]=3)[S:14][C:10]=2[C:9](=[O:21])[N:8]([CH:22]2[CH2:27][CH2:26][N:25](C(OC(C)(C)C)=O)[CH2:24][CH2:23]2)[C:7]1=[O:35].[ClH:42]. (4) Given the product [CH2:1]([N:3]([CH2:20][CH3:21])[CH2:4][CH2:5][N:6]1[CH2:12][CH2:11][CH2:10][C:9]2[NH:13][C:14]([CH:17]=[C:32]3[C:31]4[C:35](=[CH:36][CH:37]=[CH:38][C:30]=4[C:24]4[CH:25]=[CH:26][CH:27]=[C:28]([F:29])[C:23]=4[F:22])[NH:34][C:33]3=[O:39])=[C:15]([CH3:16])[C:8]=2[C:7]1=[O:19])[CH3:2], predict the reactants needed to synthesize it. The reactants are: [CH2:1]([N:3]([CH2:20][CH3:21])[CH2:4][CH2:5][N:6]1[CH2:12][CH2:11][CH2:10][C:9]2[NH:13][C:14]([CH:17]=O)=[C:15]([CH3:16])[C:8]=2[C:7]1=[O:19])[CH3:2].[F:22][C:23]1[C:28]([F:29])=[CH:27][CH:26]=[CH:25][C:24]=1[C:30]1[CH:38]=[CH:37][CH:36]=[C:35]2[C:31]=1[CH2:32][C:33](=[O:39])[NH:34]2.